This data is from Forward reaction prediction with 1.9M reactions from USPTO patents (1976-2016). The task is: Predict the product of the given reaction. The product is: [ClH:26].[S:1]1[C:5]2[CH:6]=[CH:7][C:8]([CH2:10][CH2:11][O:12][CH2:13][CH2:14][N:15]3[CH2:18][CH:17]([OH:19])[CH2:16]3)=[CH:9][C:4]=2[CH:3]=[CH:2]1. Given the reactants [S:1]1[C:5]2[CH:6]=[CH:7][C:8]([CH2:10][CH2:11][O:12][CH2:13][CH2:14][N:15]3[CH2:18][CH:17]([OH:19])[CH2:16]3)=[CH:9][C:4]=2[CH:3]=[CH:2]1.C(OCC)(=O)C.[ClH:26], predict the reaction product.